Dataset: Full USPTO retrosynthesis dataset with 1.9M reactions from patents (1976-2016). Task: Predict the reactants needed to synthesize the given product. (1) Given the product [OH:27][CH2:26][C:7]1([C:1]2[CH:2]=[CH:3][CH:4]=[CH:5][CH:6]=2)[CH2:12][CH2:11][N:10]([C:13]([O:15][CH:16]2[CH:23]3[CH2:24][CH:19]4[CH2:20][CH:21]([CH2:25][CH:17]2[CH2:18]4)[CH2:22]3)=[O:14])[CH2:9][CH2:8]1, predict the reactants needed to synthesize it. The reactants are: [C:1]1([C:7]2([C:26](OC)=[O:27])[CH2:12][CH2:11][N:10]([C:13]([O:15][CH:16]3[CH:23]4[CH2:24][CH:19]5[CH2:20][CH:21]([CH2:25][CH:17]3[CH2:18]5)[CH2:22]4)=[O:14])[CH2:9][CH2:8]2)[CH:6]=[CH:5][CH:4]=[CH:3][CH:2]=1.CO.[Li+].[BH4-]. (2) Given the product [Cl:1][C:2]1[CH:7]=[CH:6][C:5]([CH:8]([I:23])[CH2:9][S:17]([C:14]2[CH:15]=[CH:16][C:11]([CH3:20])=[CH:12][CH:13]=2)(=[O:19])=[O:18])=[C:4]([F:10])[CH:3]=1, predict the reactants needed to synthesize it. The reactants are: [Cl:1][C:2]1[CH:7]=[CH:6][C:5]([CH:8]=[CH2:9])=[C:4]([F:10])[CH:3]=1.[C:11]1([CH3:20])[CH:16]=[CH:15][C:14]([S:17]([O-:19])=[O:18])=[CH:13][CH:12]=1.[Na+].[Na+].[I-:23]. (3) Given the product [OH:1][CH2:2][CH:3]1[N:8]([C:25](=[O:26])[NH:24][C:19]2[CH:20]=[CH:21][CH:22]=[CH:23][C:18]=2[S:17][CH3:16])[CH2:7][CH2:6][N:5]([C:9]([O:11][C:12]([CH3:15])([CH3:14])[CH3:13])=[O:10])[CH2:4]1, predict the reactants needed to synthesize it. The reactants are: [OH:1][CH2:2][CH:3]1[NH:8][CH2:7][CH2:6][N:5]([C:9]([O:11][C:12]([CH3:15])([CH3:14])[CH3:13])=[O:10])[CH2:4]1.[CH3:16][S:17][C:18]1[CH:23]=[CH:22][CH:21]=[CH:20][C:19]=1[N:24]=[C:25]=[O:26]. (4) Given the product [CH3:7][S:8]([N:11]1[CH2:19][C:18]2[C:13](=[CH:14][CH:15]=[CH:16][C:17]=2[CH2:20][OH:21])[CH2:12]1)(=[O:10])=[O:9], predict the reactants needed to synthesize it. The reactants are: [H-].[Al+3].[Li+].[H-].[H-].[H-].[CH3:7][S:8]([N:11]1[CH2:19][C:18]2[C:17]([C:20](OC)=[O:21])=[CH:16][CH:15]=[CH:14][C:13]=2[CH2:12]1)(=[O:10])=[O:9]. (5) Given the product [CH3:17][N:18]([CH3:20])[CH:19]=[CH:1][C:2]1[C:11]([N+:12]([O-:14])=[O:13])=[CH:10][CH:9]=[CH:8][C:3]=1[C:4]([O:6][CH3:7])=[O:5], predict the reactants needed to synthesize it. The reactants are: [CH3:1][C:2]1[C:11]([N+:12]([O-:14])=[O:13])=[CH:10][CH:9]=[CH:8][C:3]=1[C:4]([O:6][CH3:7])=[O:5].CO[CH:17](OC)[N:18]([CH3:20])[CH3:19].O.